From a dataset of Forward reaction prediction with 1.9M reactions from USPTO patents (1976-2016). Predict the product of the given reaction. (1) Given the reactants [C:1]([O:4][CH2:5][C:6]([NH:8][C:9]1[CH:14]=[CH:13][C:12]([C:15]#[N:16])=[CH:11][CH:10]=1)=O)(=[O:3])[CH3:2].C1(P(C2C=CC=CC=2)C2C=CC=CC=2)C=CC=CC=1.N(C(OC(C)C)=O)=NC(OC(C)C)=O.C[Si]([N:54]=[N+:55]=[N-:56])(C)C, predict the reaction product. The product is: [C:1]([O:4][CH2:5][C:6]1[N:8]([C:9]2[CH:14]=[CH:13][C:12]([C:15]#[N:16])=[CH:11][CH:10]=2)[N:56]=[N:55][N:54]=1)(=[O:3])[CH3:2]. (2) The product is: [F:30][C:2]([F:1])([F:29])[C:3]([N:5]([C@@H:6]1[CH2:8][C@H:7]1[C:9]1[CH:14]=[CH:13][CH:12]=[CH:11][CH:10]=1)[CH2:15][CH:16]1[CH2:17][CH2:18][NH:19][CH2:20][CH2:21]1)=[O:4]. Given the reactants [F:1][C:2]([F:30])([F:29])[C:3]([N:5]([CH2:15][CH:16]1[CH2:21][CH2:20][N:19](C(OC(C)(C)C)=O)[CH2:18][CH2:17]1)[C@@H:6]1[CH2:8][C@H:7]1[C:9]1[CH:14]=[CH:13][CH:12]=[CH:11][CH:10]=1)=[O:4].FC(F)(F)C(O)=O, predict the reaction product. (3) Given the reactants [CH3:1][S:2][C:3]1[CH:11]=[CH:10][C:6]([C:7]([OH:9])=[O:8])=[CH:5][C:4]=1[N+:12]([O-:14])=[O:13].OO.S(S([O-])=O)([O-])(=O)=[O:18].[Na+].[Na+], predict the reaction product. The product is: [CH3:1][S:2]([C:3]1[CH:11]=[CH:10][C:6]([C:7]([OH:9])=[O:8])=[CH:5][C:4]=1[N+:12]([O-:14])=[O:13])=[O:18]. (4) Given the reactants [CH3:1][S:2](Cl)(=[O:4])=[O:3].[Cl:6][C:7]1[N:12]=[C:11]([C:13]2[S:17][C:16]([N:18]3[CH2:23][CH2:22][NH:21][CH2:20][CH2:19]3)=[N:15][C:14]=2[C:24]2[C:25]([F:42])=[C:26]([NH:30][S:31]([C:34]3[CH:39]=[C:38]([F:40])[CH:37]=[CH:36][C:35]=3[F:41])(=[O:33])=[O:32])[CH:27]=[CH:28][CH:29]=2)[CH:10]=[CH:9][N:8]=1, predict the reaction product. The product is: [Cl:6][C:7]1[N:12]=[C:11]([C:13]2[S:17][C:16]([N:18]3[CH2:23][CH2:22][N:21]([S:2]([CH3:1])(=[O:4])=[O:3])[CH2:20][CH2:19]3)=[N:15][C:14]=2[C:24]2[C:25]([F:42])=[C:26]([NH:30][S:31]([C:34]3[CH:39]=[C:38]([F:40])[CH:37]=[CH:36][C:35]=3[F:41])(=[O:33])=[O:32])[CH:27]=[CH:28][CH:29]=2)[CH:10]=[CH:9][N:8]=1.